Dataset: NCI-60 drug combinations with 297,098 pairs across 59 cell lines. Task: Regression. Given two drug SMILES strings and cell line genomic features, predict the synergy score measuring deviation from expected non-interaction effect. (1) Drug 1: CCC(=C(C1=CC=CC=C1)C2=CC=C(C=C2)OCCN(C)C)C3=CC=CC=C3.C(C(=O)O)C(CC(=O)O)(C(=O)O)O. Drug 2: C(CN)CNCCSP(=O)(O)O. Cell line: HCC-2998. Synergy scores: CSS=0.167, Synergy_ZIP=-3.23, Synergy_Bliss=-8.25, Synergy_Loewe=-12.8, Synergy_HSA=-13.1. (2) Drug 2: CC1=C(C=C(C=C1)C(=O)NC2=CC(=CC(=C2)C(F)(F)F)N3C=C(N=C3)C)NC4=NC=CC(=N4)C5=CN=CC=C5. Synergy scores: CSS=4.27, Synergy_ZIP=-4.93, Synergy_Bliss=-3.75, Synergy_Loewe=-0.854, Synergy_HSA=-3.99. Cell line: PC-3. Drug 1: C1CCC(CC1)NC(=O)N(CCCl)N=O. (3) Drug 1: C(=O)(N)NO. Drug 2: CS(=O)(=O)OCCCCOS(=O)(=O)C. Cell line: A498. Synergy scores: CSS=4.40, Synergy_ZIP=3.36, Synergy_Bliss=-4.37, Synergy_Loewe=-0.805, Synergy_HSA=-3.21. (4) Drug 1: CC1=C(C(CCC1)(C)C)C=CC(=CC=CC(=CC(=O)O)C)C. Drug 2: CN(C(=O)NC(C=O)C(C(C(CO)O)O)O)N=O. Cell line: ACHN. Synergy scores: CSS=2.27, Synergy_ZIP=-2.18, Synergy_Bliss=-0.964, Synergy_Loewe=-6.07, Synergy_HSA=-3.16. (5) Drug 1: CC12CCC3C(C1CCC2=O)CC(=C)C4=CC(=O)C=CC34C. Drug 2: CC1C(C(CC(O1)OC2CC(CC3=C2C(=C4C(=C3O)C(=O)C5=C(C4=O)C(=CC=C5)OC)O)(C(=O)C)O)N)O.Cl. Cell line: PC-3. Synergy scores: CSS=42.2, Synergy_ZIP=3.08, Synergy_Bliss=9.03, Synergy_Loewe=10.3, Synergy_HSA=10.9. (6) Drug 1: C1=C(C(=O)NC(=O)N1)N(CCCl)CCCl. Drug 2: CC(C1=C(C=CC(=C1Cl)F)Cl)OC2=C(N=CC(=C2)C3=CN(N=C3)C4CCNCC4)N. Cell line: NCI-H322M. Synergy scores: CSS=15.1, Synergy_ZIP=10.1, Synergy_Bliss=19.0, Synergy_Loewe=15.7, Synergy_HSA=16.1.